Dataset: Catalyst prediction with 721,799 reactions and 888 catalyst types from USPTO. Task: Predict which catalyst facilitates the given reaction. Reactant: [CH:1]1([C:7]2([CH3:14])[NH:11][C:10](=[O:12])[NH:9][C:8]2=[O:13])[CH2:6][CH2:5][CH2:4][CH2:3][CH2:2]1.C([O-])([O-])=O.[K+].[K+].CN(C=O)C.Cl[CH2:27][C:28]([N:30]([O:32][CH3:33])[CH3:31])=[O:29]. Product: [CH:1]1([C:7]2([CH3:14])[C:8](=[O:13])[N:9]([CH2:27][C:28]([N:30]([O:32][CH3:33])[CH3:31])=[O:29])[C:10](=[O:12])[NH:11]2)[CH2:2][CH2:3][CH2:4][CH2:5][CH2:6]1. The catalyst class is: 6.